Dataset: Forward reaction prediction with 1.9M reactions from USPTO patents (1976-2016). Task: Predict the product of the given reaction. Given the reactants [Br:1][C:2]1[CH:7]=[CH:6][C:5]([N:8]2[CH:12]=[N:11][C:10](=[O:13])[NH:9]2)=[CH:4][CH:3]=1.[CH3:14][Si:15]([CH2:18][CH2:19][O:20][CH2:21]Cl)([CH3:17])[CH3:16], predict the reaction product. The product is: [Br:1][C:2]1[CH:3]=[CH:4][C:5]([N:8]2[CH:12]=[N:11][C:10](=[O:13])[N:9]2[CH2:21][O:20][CH2:19][CH2:18][Si:15]([CH3:17])([CH3:16])[CH3:14])=[CH:6][CH:7]=1.